From a dataset of Catalyst prediction with 721,799 reactions and 888 catalyst types from USPTO. Predict which catalyst facilitates the given reaction. (1) Reactant: Br[C:2]1[CH:7]=[CH:6][C:5]([Br:8])=[CH:4][CH:3]=1.[Li]CCCC.[CH2:14]([N:21]1[CH2:26][CH2:25][C:24](=[O:27])[CH:23]([CH3:28])[CH2:22]1)[C:15]1[CH:20]=[CH:19][CH:18]=[CH:17][CH:16]=1. Product: [CH2:14]([N:21]1[CH2:26][CH2:25][C:24]([C:2]2[CH:7]=[CH:6][C:5]([Br:8])=[CH:4][CH:3]=2)([OH:27])[CH:23]([CH3:28])[CH2:22]1)[C:15]1[CH:16]=[CH:17][CH:18]=[CH:19][CH:20]=1. The catalyst class is: 1. (2) The catalyst class is: 2. Reactant: CCN(C(C)C)C(C)C.[F:10][CH:11]([F:41])[C:12]1[N:16]([C:17]2[N:22]=[C:21]([N:23]3[CH2:28][CH2:27][O:26][CH2:25][CH2:24]3)[N:20]=[C:19]([N:29]3[CH2:34][CH2:33][NH:32][CH2:31][CH2:30]3)[N:18]=2)[C:15]2[CH:35]=[CH:36][CH:37]=[C:38]([O:39][CH3:40])[C:14]=2[N:13]=1.[Cl-].Cl[S:44]([CH2:47][CH2:48][C:49]1[CH:54]=[CH:53][CH:52]=[CH:51][NH+:50]=1)(=[O:46])=[O:45].O. Product: [F:41][CH:11]([F:10])[C:12]1[N:16]([C:17]2[N:22]=[C:21]([N:23]3[CH2:24][CH2:25][O:26][CH2:27][CH2:28]3)[N:20]=[C:19]([N:29]3[CH2:34][CH2:33][N:32]([S:44]([CH2:47][CH2:48][C:49]4[CH:54]=[CH:53][CH:52]=[CH:51][N:50]=4)(=[O:45])=[O:46])[CH2:31][CH2:30]3)[N:18]=2)[C:15]2[CH:35]=[CH:36][CH:37]=[C:38]([O:39][CH3:40])[C:14]=2[N:13]=1. (3) Reactant: CC([N:5]([C@@H:9]([CH3:12])[CH2:10][OH:11])[C:6](=[O:8])[O-:7])(C)C.[C:13]1([CH3:23])[CH:18]=[CH:17][C:16]([S:19](Cl)(=[O:21])=[O:20])=[CH:15][CH:14]=1.[CH2:24](N(CC)CC)C.CN([C:34]1[CH:39]=[CH:38]C=CN=1)C. Product: [CH3:23][C:13]1[CH:18]=[CH:17][C:16]([S:19]([O:11][CH2:10][C@@H:9]([NH:5][C:6]([O:7][C:39]([CH3:38])([CH3:34])[CH3:24])=[O:8])[CH3:12])(=[O:21])=[O:20])=[CH:15][CH:14]=1. The catalyst class is: 2. (4) Reactant: [Br:1][CH:2]([CH2:6][CH3:7])[C:3](O)=[O:4].[NH:8]1[CH2:13][CH2:12][O:11][CH2:10][CH2:9]1.Cl.C(N=C=NCCCN(C)C)C.OC1C2NN=NC=2C=CC=1. Product: [Br:1][CH:2]([CH2:6][CH3:7])[C:3]([N:8]1[CH2:13][CH2:12][O:11][CH2:10][CH2:9]1)=[O:4]. The catalyst class is: 35. (5) Reactant: [CH3:1][C:2]1[C:3]([N:8](COCCOC)[S:9]([C:12]2[S:13][C:14]([CH3:17])=[CH:15][CH:16]=2)(=[O:11])=[O:10])=[N:4][O:5][C:6]=1[CH3:7].C(O)C.Cl.C(=O)(O)[O-].[Na+]. Product: [CH3:1][C:2]1[C:3]([NH:8][S:9]([C:12]2[S:13][C:14]([CH3:17])=[CH:15][CH:16]=2)(=[O:10])=[O:11])=[N:4][O:5][C:6]=1[CH3:7]. The catalyst class is: 6. (6) Reactant: [O:1]1[C:5]2([CH2:10][CH2:9][C:8](=O)[CH2:7][CH2:6]2)[O:4][CH2:3][CH2:2]1.N1C=[CH:15]N=N1.[NH:17]1[CH2:22][CH2:21][O:20][CH2:19][CH2:18]1.C[Mg]Cl.C1COCC1.[NH4+].[Cl-]. Product: [CH3:15][C:8]1([N:17]2[CH2:22][CH2:21][O:20][CH2:19][CH2:18]2)[CH2:9][CH2:10][C:5]2([O:4][CH2:3][CH2:2][O:1]2)[CH2:6][CH2:7]1. The catalyst class is: 11.